Dataset: Reaction yield outcomes from USPTO patents with 853,638 reactions. Task: Predict the reaction yield, written as a fraction of the theoretical maximum amount of product (1.0 means a 100% yield; for example, 0.34 means a 34% yield). The reactants are [Br:1][C:2]1[CH:3]=[CH:4][C:5]2[N:6]([CH2:16][CH2:17][CH2:18][N:19]([C:32]3[CH:37]=[CH:36][CH:35]=[CH:34][CH:33]=3)S(C3C=CC=CC=3[N+]([O-])=O)(=O)=O)[C:7]3[C:12]([C:13]=2[CH:14]=1)=[CH:11][C:10]([Br:15])=[CH:9][CH:8]=3.C(=O)([O-])[O-].[Cs+].[Cs+].C1(S)C=CC=CC=1. The catalyst is C1COCC1. The product is [Br:1][C:2]1[CH:3]=[CH:4][C:5]2[N:6]([CH2:16][CH2:17][CH2:18][NH:19][C:32]3[CH:33]=[CH:34][CH:35]=[CH:36][CH:37]=3)[C:7]3[C:12]([C:13]=2[CH:14]=1)=[CH:11][C:10]([Br:15])=[CH:9][CH:8]=3. The yield is 0.609.